From a dataset of Full USPTO retrosynthesis dataset with 1.9M reactions from patents (1976-2016). Predict the reactants needed to synthesize the given product. The reactants are: [CH3:1][N:2]1[CH:6]=[C:5]([C:7]2[CH:12]=[CH:11][C:10]([C:13]3[C:22]4[C:17](=[CH:18][CH:19]=[C:20]([C:23]([N:25]5[CH2:30][CH2:29][N:28](C(OC(C)(C)C)=O)[CH2:27][CH2:26]5)=[O:24])[CH:21]=4)[CH:16]=[N:15][CH:14]=3)=[CH:9][CH:8]=2)[CH:4]=[N:3]1.FC(F)(F)C(O)=O. Given the product [CH3:1][N:2]1[CH:6]=[C:5]([C:7]2[CH:12]=[CH:11][C:10]([C:13]3[C:22]4[C:17](=[CH:18][CH:19]=[C:20]([C:23]([N:25]5[CH2:30][CH2:29][NH:28][CH2:27][CH2:26]5)=[O:24])[CH:21]=4)[CH:16]=[N:15][CH:14]=3)=[CH:9][CH:8]=2)[CH:4]=[N:3]1, predict the reactants needed to synthesize it.